Dataset: Reaction yield outcomes from USPTO patents with 853,638 reactions. Task: Predict the reaction yield, written as a fraction of the theoretical maximum amount of product (1.0 means a 100% yield; for example, 0.34 means a 34% yield). The reactants are Br[C:2]1[CH:15]=[N:14][C:5]2[NH:6][C:7]3[CH:12]=[N:11][C:10]([Cl:13])=[CH:9][C:8]=3[C:4]=2[CH:3]=1.Cl.CC1(C)C(C)(C)OB([C:25]2[CH:37]=[CH:36][C:28]([CH2:29][N:30]3[CH2:35][CH2:34][CH2:33][CH2:32][CH2:31]3)=[CH:27][CH:26]=2)O1. The catalyst is C(#N)C.[F-].[K+]. The product is [Cl:13][C:10]1[N:11]=[CH:12][C:7]2[NH:6][C:5]3[N:14]=[CH:15][C:2]([C:25]4[CH:26]=[CH:27][C:28]([CH2:29][N:30]5[CH2:35][CH2:34][CH2:33][CH2:32][CH2:31]5)=[CH:36][CH:37]=4)=[CH:3][C:4]=3[C:8]=2[CH:9]=1. The yield is 0.660.